This data is from Catalyst prediction with 721,799 reactions and 888 catalyst types from USPTO. The task is: Predict which catalyst facilitates the given reaction. (1) Reactant: [C:1]([O:5][C:6]([N:8]1[CH2:15][C@@H:14]([CH3:16])[CH2:13][C@H:9]1[C:10]([OH:12])=O)=[O:7])([CH3:4])([CH3:3])[CH3:2].S(C1C=CC(C)=CC=1)(O)(=O)=O.[CH2:28]([O:35][C:36](=[O:39])[CH2:37][NH2:38])[C:29]1[CH:34]=[CH:33][CH:32]=[CH:31][CH:30]=1.C1CN([P+](ON2N=NC3C=CC=CC2=3)(N2CCCC2)N2CCCC2)CC1.F[P-](F)(F)(F)(F)F.CCN(C(C)C)C(C)C. Product: [CH2:28]([O:35][C:36](=[O:39])[CH2:37][NH:38][C:10](=[O:12])[C@@H:9]1[CH2:13][C@H:14]([CH3:16])[CH2:15][N:8]1[C:6]([O:5][C:1]([CH3:2])([CH3:3])[CH3:4])=[O:7])[C:29]1[CH:34]=[CH:33][CH:32]=[CH:31][CH:30]=1. The catalyst class is: 2. (2) Reactant: [CH3:1][C:2]1[N:7]=[C:6]([C:8]2[CH:13]=[CH:12][CH:11]=[C:10]([C:14]3[CH:15]=[C:16]([S:20](Cl)(=[O:22])=[O:21])[CH:17]=[CH:18][CH:19]=3)[N:9]=2)[CH:5]=[C:4]([C:24]2[CH:29]=[CH:28][C:27]([C:30]([F:33])([F:32])[F:31])=[CH:26][CH:25]=2)[CH:3]=1.[CH3:34][O:35][CH2:36][CH2:37][O:38][CH2:39][CH2:40][O:41][CH2:42][CH2:43][NH2:44]. Product: [CH3:34][O:35][CH2:36][CH2:37][O:38][CH2:39][CH2:40][O:41][CH2:42][CH2:43][NH:44][S:20]([C:16]1[CH:17]=[CH:18][CH:19]=[C:14]([C:10]2[N:9]=[C:8]([C:6]3[CH:5]=[C:4]([C:24]4[CH:29]=[CH:28][C:27]([C:30]([F:32])([F:31])[F:33])=[CH:26][CH:25]=4)[CH:3]=[C:2]([CH3:1])[N:7]=3)[CH:13]=[CH:12][CH:11]=2)[CH:15]=1)(=[O:22])=[O:21]. The catalyst class is: 49.